From a dataset of Full USPTO retrosynthesis dataset with 1.9M reactions from patents (1976-2016). Predict the reactants needed to synthesize the given product. Given the product [C:1]([C:5]1[CH:6]=[N:7][C:8]([Cl:14])=[N:9][CH:10]=1)([CH3:4])([CH3:3])[CH3:2], predict the reactants needed to synthesize it. The reactants are: [C:1]([C:5]1[CH:6]=[N:7][C:8](=O)[NH:9][CH:10]=1)([CH3:4])([CH3:3])[CH3:2].O=P(Cl)(Cl)[Cl:14].